This data is from Full USPTO retrosynthesis dataset with 1.9M reactions from patents (1976-2016). The task is: Predict the reactants needed to synthesize the given product. Given the product [Br:6][CH2:7][C:8]1[CH:13]=[CH:12][C:11]([N+:1]([O-:4])=[O:2])=[CH:10][C:9]=1[CH2:14][Br:15], predict the reactants needed to synthesize it. The reactants are: [N+:1]([O-:4])([O-])=[O:2].[K+].[Br:6][CH2:7][C:8]1[CH:13]=[CH:12][CH:11]=[CH:10][C:9]=1[CH2:14][Br:15].